Dataset: Full USPTO retrosynthesis dataset with 1.9M reactions from patents (1976-2016). Task: Predict the reactants needed to synthesize the given product. Given the product [ClH:35].[ClH:38].[CH2:1]([O:3][C:4]1[CH:9]=[CH:8][C:7]([S:10]([N:13]2[CH2:14][CH2:15][N:16]([CH2:19][CH3:20])[CH2:17][CH2:18]2)(=[O:12])=[O:11])=[CH:6][C:5]=1[C:21]1[NH:26][C:25](=[O:27])[C:24]2=[C:28]([CH3:34])[N:29]=[C:30]([CH2:31][CH2:32][CH3:33])[N:23]2[N:22]=1)[CH3:2], predict the reactants needed to synthesize it. The reactants are: [CH2:1]([O:3][C:4]1[CH:9]=[CH:8][C:7]([S:10]([N:13]2[CH2:18][CH2:17][N:16]([CH2:19][CH3:20])[CH2:15][CH2:14]2)(=[O:12])=[O:11])=[CH:6][C:5]=1[C:21]1[NH:26][C:25](=[O:27])[C:24]2=[C:28]([CH3:34])[N:29]=[C:30]([CH2:31][CH2:32][CH3:33])[N:23]2[N:22]=1)[CH3:2].[Cl:35]CCl.[ClH:38].